From a dataset of Forward reaction prediction with 1.9M reactions from USPTO patents (1976-2016). Predict the product of the given reaction. (1) Given the reactants [CH3:1][S:2]([C:5]1[CH:10]=[CH:9][CH:8]=[CH:7][C:6]=1[O:11][CH:12]1[CH2:17][CH2:16][N:15](C(OC(C)(C)C)=O)[CH2:14][CH2:13]1)(=[O:4])=[O:3].[ClH:25], predict the reaction product. The product is: [ClH:25].[CH3:1][S:2]([C:5]1[CH:10]=[CH:9][CH:8]=[CH:7][C:6]=1[O:11][CH:12]1[CH2:17][CH2:16][NH:15][CH2:14][CH2:13]1)(=[O:4])=[O:3]. (2) Given the reactants O1CC1CCl.[SH-:6].[Na+].O1C[CH:9]1[CH2:10][S:11][CH2:12][CH:13]1O[CH2:14]1.N[C:18](N)=[S:19], predict the reaction product. The product is: [S:19]1[CH2:18][CH:9]1[CH2:10][S:11][CH2:12][CH:13]1[S:6][CH2:14]1. (3) The product is: [CH3:19][N:20]([CH2:21][CH2:22][N:23]([CH:24]([CH2:25][CH3:26])[CH2:27][CH3:28])[CH2:29][C:30]1[CH:31]=[C:32]([CH:66]=[CH:67][CH:68]=1)[C:33]([NH:35][C:36]1[S:37][C:38]2[CH2:65][CH2:64][CH2:63][CH2:62][C:39]=2[C:40]=1[C:41]([NH:43][C:44]1[CH:49]=[CH:48][C:47]([CH2:50][CH2:51][C:52]2[CH:53]=[CH:54][C:55]([C:56]([O:58][CH3:59])=[O:57])=[CH:60][CH:61]=2)=[CH:46][CH:45]=1)=[O:42])=[O:34])[C:9](=[O:8])[O:11][CH2:12][C:13](=[O:14])[O:15][CH3:16]. Given the reactants [N+](C1C=CC([O:8][C:9]([O:11][CH2:12][C:13]([O:15][CH3:16])=[O:14])=O)=CC=1)([O-])=O.[CH3:19][NH:20][CH2:21][CH2:22][N:23]([CH2:29][C:30]1[CH:31]=[C:32]([CH:66]=[CH:67][CH:68]=1)[C:33]([NH:35][C:36]1[S:37][C:38]2[CH2:65][CH2:64][CH2:63][CH2:62][C:39]=2[C:40]=1[C:41]([NH:43][C:44]1[CH:49]=[CH:48][C:47]([CH2:50][CH2:51][C:52]2[CH:61]=[CH:60][C:55]([C:56]([O:58][CH3:59])=[O:57])=[CH:54][CH:53]=2)=[CH:46][CH:45]=1)=[O:42])=[O:34])[CH:24]([CH2:27][CH3:28])[CH2:25][CH3:26].C(N(C(C)C)C(C)C)C, predict the reaction product. (4) Given the reactants [OH:1][C:2]1[CH:3]=[C:4]2[C:9](=[CH:10][CH:11]=1)[CH:8]=[C:7]([C:12]([OH:14])=O)[CH:6]=[CH:5]2.[CH3:15][CH:16]1[CH2:20][CH2:19][CH2:18][NH:17]1, predict the reaction product. The product is: [OH:1][C:2]1[CH:3]=[C:4]2[C:9](=[CH:10][CH:11]=1)[CH:8]=[C:7]([C:12]([N:17]1[CH2:18][CH2:19][CH2:20][CH:16]1[CH3:15])=[O:14])[CH:6]=[CH:5]2. (5) Given the reactants [Si:1]([O:8][CH2:9][C@H:10]1[O:15][CH:14]=[CH:13][C@@H:12]([OH:16])[C@@H:11]1[OH:17])([C:4]([CH3:7])([CH3:6])[CH3:5])([CH3:3])[CH3:2].[OH-].[Na+].[CH2:20](Br)[C:21]1[CH:26]=[CH:25][CH:24]=[CH:23][CH:22]=1, predict the reaction product. The product is: [CH2:20]([O:16][C@H:12]1[C@H:11]([O:17][CH2:20][C:21]2[CH:26]=[CH:25][CH:24]=[CH:23][CH:22]=2)[C@@H:10]([CH2:9][O:8][Si:1]([C:4]([CH3:7])([CH3:6])[CH3:5])([CH3:3])[CH3:2])[O:15][CH:14]=[CH:13]1)[C:21]1[CH:26]=[CH:25][CH:24]=[CH:23][CH:22]=1.